Dataset: Full USPTO retrosynthesis dataset with 1.9M reactions from patents (1976-2016). Task: Predict the reactants needed to synthesize the given product. (1) Given the product [CH2:1]([O:3][C:4](=[O:19])[CH2:5][CH:6]1[O:10][B:9]([OH:11])[C:8]2[CH:12]=[C:13]([OH:18])[CH:14]=[C:15]([CH2:16][N:20]=[N+:21]=[N-:22])[C:7]1=2)[CH3:2], predict the reactants needed to synthesize it. The reactants are: [CH2:1]([O:3][C:4](=[O:19])[CH2:5][CH:6]1[O:10][B:9]([OH:11])[C:8]2[CH:12]=[C:13]([OH:18])[CH:14]=[C:15]([CH2:16]Br)[C:7]1=2)[CH3:2].[N-:20]=[N+:21]=[N-:22].[Na+]. (2) Given the product [F:1][C:2]1[CH:3]=[CH:4][C:5]([CH2:6][N:7]2[C:15]3[C:10](=[N:11][CH:12]=[CH:13][CH:14]=3)[C:9]([C:16]([NH:45][C@@H:46]3[CH2:52][CH2:51][CH2:50][CH2:49][CH2:48][C@H:47]3[OH:53])=[O:18])=[CH:8]2)=[CH:19][CH:20]=1, predict the reactants needed to synthesize it. The reactants are: [F:1][C:2]1[CH:20]=[CH:19][C:5]([CH2:6][N:7]2[C:15]3[C:10](=[N:11][CH:12]=[CH:13][CH:14]=3)[C:9]([C:16]([OH:18])=O)=[CH:8]2)=[CH:4][CH:3]=1.CN(C(ON1N=NC2C=CC=NC1=2)=[N+](C)C)C.F[P-](F)(F)(F)(F)F.[NH2:45][C@@H:46]1[CH2:52][CH2:51][CH2:50][CH2:49][CH2:48][C@H:47]1[OH:53].CCOC(C)=O. (3) Given the product [Br:1][C:2]1[CH:25]=[N:24][C:5]2=[N:6][C:7]([N:11]3[CH2:14][CH:13]([N:15]([CH3:23])[C:16](=[O:22])[O:17][C:18]([CH3:21])([CH3:20])[CH3:19])[CH2:12]3)=[C:8]([NH:31][CH2:30][CH:29]([O:32][CH2:33][CH3:34])[O:28][CH2:26][CH3:27])[N:9]=[C:4]2[CH:3]=1, predict the reactants needed to synthesize it. The reactants are: [Br:1][C:2]1[CH:25]=[N:24][C:5]2=[N:6][C:7]([N:11]3[CH2:14][CH:13]([N:15]([CH3:23])[C:16](=[O:22])[O:17][C:18]([CH3:21])([CH3:20])[CH3:19])[CH2:12]3)=[C:8](Cl)[N:9]=[C:4]2[CH:3]=1.[CH2:26]([O:28][CH:29]([O:32][CH2:33][CH3:34])[CH2:30][NH2:31])[CH3:27]. (4) Given the product [F:1][C:2]1[CH:3]=[CH:4][C:5]([S:34]([CH3:48])(=[O:39])=[O:35])=[C:6]([C:8]2[N:13]=[C:12]([N:14]3[CH2:19][CH2:18][O:17][CH2:16][C@@H:15]3[CH3:20])[N:11]=[C:10]([C:21]3[CH:26]=[CH:25][C:24]([NH:27][C:28]([NH:30][CH3:31])=[O:29])=[CH:23][CH:22]=3)[N:9]=2)[CH:7]=1, predict the reactants needed to synthesize it. The reactants are: [F:1][C:2]1[CH:3]=[CH:4][C:5](SC)=[C:6]([C:8]2[N:13]=[C:12]([N:14]3[CH2:19][CH2:18][O:17][CH2:16][C@@H:15]3[CH3:20])[N:11]=[C:10]([C:21]3[CH:26]=[CH:25][C:24]([NH:27][C:28]([NH:30][CH3:31])=[O:29])=[CH:23][CH:22]=3)[N:9]=2)[CH:7]=1.[S:34]([O-:39])(O[O-])(=O)=[O:35].[K+].[K+].OOS([O-])=O.[K+].[CH2:48]1COCC1.CO.O. (5) Given the product [CH3:1][O:2][C:3]([C:5]1[CH:14]=[C:13]([OH:15])[C:12]2[C:7](=[C:8]([O:17][CH3:18])[CH:9]=[C:10]([I:28])[CH:11]=2)[N:6]=1)=[O:4], predict the reactants needed to synthesize it. The reactants are: [CH3:1][O:2][C:3]([C:5]1[CH:14]=[C:13]([OH:15])[C:12]2[C:7](=[C:8]([O:17][CH3:18])[CH:9]=[C:10](N)[CH:11]=2)[N:6]=1)=[O:4].S(=O)(=O)(O)O.N([O-])=O.[Na+].[I-:28].[K+]. (6) Given the product [CH2:1]([O:8][C:9]1[C:10]([C:27]([O:29][CH3:30])=[O:28])=[N:11][N:12]2[C@@H:19]([C:20]3[CH:25]=[CH:24][CH:23]=[CH:22][CH:21]=3)[CH2:18][N:16]([CH3:17])[C:14](=[O:15])[C:13]=12)[C:2]1[CH:7]=[CH:6][CH:5]=[CH:4][CH:3]=1, predict the reactants needed to synthesize it. The reactants are: [CH2:1]([O:8][C:9]1[C:10]([C:27]([O:29][CH3:30])=[O:28])=[N:11][NH:12][C:13]=1[C:14]([N:16]([CH2:18][C@H:19](O)[C:20]1[CH:25]=[CH:24][CH:23]=[CH:22][CH:21]=1)[CH3:17])=[O:15])[C:2]1[CH:7]=[CH:6][CH:5]=[CH:4][CH:3]=1.C1(P(C2C=CC=CC=2)C2C=CC=CC=2)C=CC=CC=1.N(C(OCC)=O)=NC(OCC)=O. (7) Given the product [CH:1]1([N:4]2[CH:9]3[CH2:10][CH2:11][CH2:12][CH:5]2[CH2:6][C:7](=[N:15][OH:16])[CH2:8]3)[CH2:3][CH2:2]1, predict the reactants needed to synthesize it. The reactants are: [CH:1]1([N:4]2[CH:9]3[CH2:10][CH2:11][CH2:12][CH:5]2[CH2:6][C:7](=O)[CH2:8]3)[CH2:3][CH2:2]1.Cl.[NH2:15][OH:16]. (8) Given the product [ClH:18].[CH3:1][O:2][CH2:3][CH2:4][S:5]([CH2:8][CH2:9][NH2:10])(=[O:7])=[O:6], predict the reactants needed to synthesize it. The reactants are: [CH3:1][O:2][CH2:3][CH2:4][S:5]([CH2:8][CH2:9][NH:10]C(=O)OC(C)(C)C)(=[O:7])=[O:6].[ClH:18]. (9) Given the product [CH3:1][O:2][C:3]1[CH:4]=[C:5]2[C:10](=[CH:11][C:12]=1[O:13][CH3:14])[C:9]([C:15]1[CH:20]=[CH:19][N:18]=[C:17]([CH:21]3[C:22](=[O:28])[CH2:23][CH2:24][CH2:25][C:26]3=[O:27])[CH:16]=1)=[C:8]([CH2:29][OH:30])[C:7]([CH2:34][OH:35])=[CH:6]2, predict the reactants needed to synthesize it. The reactants are: [CH3:1][O:2][C:3]1[CH:4]=[C:5]2[C:10](=[CH:11][C:12]=1[O:13][CH3:14])[C:9]([C:15]1[CH:20]=[CH:19][N:18]=[C:17]([CH:21]3[C:26](=[O:27])[CH2:25][CH2:24][CH2:23][C:22]3=[O:28])[CH:16]=1)=[C:8]([CH2:29][O:30]C(=O)C)[C:7]([CH2:34][O:35]C(=O)C)=[CH:6]2.C[O-].[Na+].Cl.